Dataset: Reaction yield outcomes from USPTO patents with 853,638 reactions. Task: Predict the reaction yield, written as a fraction of the theoretical maximum amount of product (1.0 means a 100% yield; for example, 0.34 means a 34% yield). (1) The reactants are [O:1]=[S:2]1(=[O:39])[CH2:7][CH2:6][CH:5]([O:8][C:9]2[CH:14]=[C:13]([CH3:15])[C:12]([C:16]3[CH:21]=[CH:20][CH:19]=[C:18]([CH2:22][O:23][C:24]4[CH:37]=[CH:36][C:27]5[C@H:28]([CH2:31][C:32]([O:34]C)=[O:33])[CH2:29][O:30][C:26]=5[CH:25]=4)[CH:17]=3)=[C:11]([CH3:38])[CH:10]=2)[CH2:4][CH2:3]1.CO.[OH-].[Na+].Cl. The catalyst is O.O1CCCC1. The product is [O:39]=[S:2]1(=[O:1])[CH2:7][CH2:6][CH:5]([O:8][C:9]2[CH:14]=[C:13]([CH3:15])[C:12]([C:16]3[CH:21]=[CH:20][CH:19]=[C:18]([CH2:22][O:23][C:24]4[CH:37]=[CH:36][C:27]5[C@H:28]([CH2:31][C:32]([OH:34])=[O:33])[CH2:29][O:30][C:26]=5[CH:25]=4)[CH:17]=3)=[C:11]([CH3:38])[CH:10]=2)[CH2:4][CH2:3]1. The yield is 0.850. (2) The catalyst is C1COCC1. The yield is 0.790. The product is [CH3:13][S:12][C:6]1[CH:5]=[C:4]2[C:9]([CH:10]=[CH:11][C:2]([C:19]([OH:21])=[O:20])=[CH:3]2)=[CH:8][CH:7]=1. The reactants are Br[C:2]1[CH:11]=[CH:10][C:9]2[C:4](=[CH:5][C:6]([S:12][CH3:13])=[CH:7][CH:8]=2)[CH:3]=1.[Li]CCCC.[C:19](=[O:21])=[O:20]. (3) The reactants are [F-].C([N+](CCCC)(CCCC)CCCC)CCC.[Si]([O:36][CH2:37][CH2:38][O:39][CH2:40][C@H:41]([O:52][C:53]1[N:58]=[CH:57][N:56]=[C:55]2[N:59]([C:62]3[CH:67]=[CH:66][CH:65]=[C:64]([F:68])[C:63]=3[CH3:69])[N:60]=[CH:61][C:54]=12)[C:42]([NH:44][C:45]1[CH:50]=[CH:49][C:48]([CH3:51])=[CH:47][N:46]=1)=[O:43])(C(C)(C)C)(C1C=CC=CC=1)C1C=CC=CC=1.[Cl-].[NH4+]. The catalyst is C1COCC1.CCOC(C)=O. The product is [F:68][C:64]1[C:63]([CH3:69])=[C:62]([N:59]2[C:55]3[N:56]=[CH:57][N:58]=[C:53]([O:52][C@@H:41]([CH2:40][O:39][CH2:38][CH2:37][OH:36])[C:42]([NH:44][C:45]4[CH:50]=[CH:49][C:48]([CH3:51])=[CH:47][N:46]=4)=[O:43])[C:54]=3[CH:61]=[N:60]2)[CH:67]=[CH:66][CH:65]=1. The yield is 0.560. (4) The reactants are [Br:1][C:2]1[CH:3]=[CH:4][C:5](O)=[C:6]([C:8](=[O:11])[CH2:9][CH3:10])[CH:7]=1.[O:13]1[CH2:18][CH2:17][CH2:16][C:15](=[O:19])[CH2:14]1.N1CCCC1. The catalyst is CO. The product is [Br:1][C:2]1[CH:7]=[C:6]2[C:5](=[CH:4][CH:3]=1)[O:19][C:15]1([CH2:16][CH2:17][CH2:18][O:13][CH2:14]1)[CH:9]([CH3:10])[C:8]2=[O:11]. The yield is 0.160. (5) The reactants are [F:1][C:2]1[CH:32]=[CH:31][C:5]([CH2:6][NH:7][C:8]([C:10]2[N:11]=[C:12]3[N:17]([C:18](=[O:28])[C:19]=2[O:20][CH2:21][C:22]2[CH:27]=[CH:26][CH:25]=[CH:24][CH:23]=2)[CH2:16][CH2:15][O:14][C:13]3([CH3:30])[CH3:29])=[O:9])=[C:4]([N:33]2[C:37](=[O:38])[CH2:36][CH2:35][C@@H:34]2[CH2:39][OH:40])[CH:3]=1.C(N(CC)CC)C.[CH3:48][S:49](Cl)(=[O:51])=[O:50].O. The catalyst is C(Cl)Cl. The product is [CH3:48][S:49]([O:40][CH2:39][C@H:34]1[CH2:35][CH2:36][C:37](=[O:38])[N:33]1[C:4]1[CH:3]=[C:2]([F:1])[CH:32]=[CH:31][C:5]=1[CH2:6][NH:7][C:8]([C:10]1[N:11]=[C:12]2[N:17]([C:18](=[O:28])[C:19]=1[O:20][CH2:21][C:22]1[CH:27]=[CH:26][CH:25]=[CH:24][CH:23]=1)[CH2:16][CH2:15][O:14][C:13]2([CH3:30])[CH3:29])=[O:9])(=[O:51])=[O:50]. The yield is 0.980.